This data is from Full USPTO retrosynthesis dataset with 1.9M reactions from patents (1976-2016). The task is: Predict the reactants needed to synthesize the given product. (1) Given the product [Cl:29][C:26]1[CH:25]=[CH:24][C:23]([C:22]2[C:8]3[C:9](=[C:10]([C:12]4[CH:13]=[CH:14][C:15]([O:18][CH3:19])=[CH:16][CH:17]=4)[N:11]=[C:6]([C:4]([NH:31][CH2:32][C:33]([OH:35])=[O:34])=[O:5])[C:7]=3[OH:30])[S:20][N:21]=2)=[CH:28][CH:27]=1, predict the reactants needed to synthesize it. The reactants are: C(O[C:4]([C:6]1[C:7]([OH:30])=[C:8]2[C:22]([C:23]3[CH:28]=[CH:27][C:26]([Cl:29])=[CH:25][CH:24]=3)=[N:21][S:20][C:9]2=[C:10]([C:12]2[CH:17]=[CH:16][C:15]([O:18][CH3:19])=[CH:14][CH:13]=2)[N:11]=1)=[O:5])C.[NH2:31][CH2:32][C:33]([OH:35])=[O:34]. (2) Given the product [Cl:3][CH2:20][C:16]1[N:17]=[CH:18][N:19]=[C:14]([NH:13][C:8]2[CH:9]=[CH:10][C:11]([Cl:12])=[C:6]([Cl:5])[CH:7]=2)[CH:15]=1, predict the reactants needed to synthesize it. The reactants are: S(Cl)([Cl:3])=O.[Cl:5][C:6]1[CH:7]=[C:8]([NH:13][C:14]2[N:19]=[CH:18][N:17]=[C:16]([CH2:20]O)[CH:15]=2)[CH:9]=[CH:10][C:11]=1[Cl:12].